The task is: Predict the reactants needed to synthesize the given product.. This data is from Full USPTO retrosynthesis dataset with 1.9M reactions from patents (1976-2016). (1) Given the product [NH2:14][C@H:7]1[C:8]2[C:13](=[CH:12][CH:11]=[CH:10][CH:9]=2)[N:4]([C:1](=[O:3])[CH3:2])[C@@H:5]([CH2:26][O:27][Si:28]([C:31]([CH3:34])([CH3:33])[CH3:32])([CH3:30])[CH3:29])[C@@H:6]1[CH3:25], predict the reactants needed to synthesize it. The reactants are: [C:1]([N:4]1[C:13]2[C:8](=[CH:9][CH:10]=[CH:11][CH:12]=2)[C@H:7]([NH:14]C(=O)OCC2C=CC=CC=2)[C@@H:6]([CH3:25])[C@@H:5]1[CH2:26][O:27][Si:28]([C:31]([CH3:34])([CH3:33])[CH3:32])([CH3:30])[CH3:29])(=[O:3])[CH3:2]. (2) The reactants are: [NH2:1][C:2]1[CH:7]=[CH:6][C:5]([Cl:8])=[CH:4][C:3]=1[C:9]([C:11]1[CH:16]=[CH:15][CH:14]=[CH:13][CH:12]=1)=[O:10].[CH2:17]([C:21]1[CH:26]=[CH:25][C:24]([S:27](Cl)(=[O:29])=[O:28])=[CH:23][CH:22]=1)[CH2:18][CH2:19][CH3:20]. Given the product [C:9]([C:3]1[CH:4]=[C:5]([Cl:8])[CH:6]=[CH:7][C:2]=1[NH:1][S:27]([C:24]1[CH:25]=[CH:26][C:21]([CH2:17][CH2:18][CH2:19][CH3:20])=[CH:22][CH:23]=1)(=[O:29])=[O:28])(=[O:10])[C:11]1[CH:12]=[CH:13][CH:14]=[CH:15][CH:16]=1, predict the reactants needed to synthesize it. (3) Given the product [CH:21]1([N:16]2[CH2:15][C:14]3([CH2:24][CH2:25][N:11]([S:8]([C:5]4[CH:6]=[CH:7][C:2]([C:32]5[CH:33]=[C:34]6[C:29]([CH:28]=[CH:27][NH:26]6)=[CH:30][CH:31]=5)=[CH:3][CH:4]=4)(=[O:10])=[O:9])[CH2:12][CH2:13]3)[O:19][CH2:18][C:17]2=[O:20])[CH2:23][CH2:22]1, predict the reactants needed to synthesize it. The reactants are: Br[C:2]1[CH:7]=[CH:6][C:5]([S:8]([N:11]2[CH2:25][CH2:24][C:14]3([O:19][CH2:18][C:17](=[O:20])[N:16]([CH:21]4[CH2:23][CH2:22]4)[CH2:15]3)[CH2:13][CH2:12]2)(=[O:10])=[O:9])=[CH:4][CH:3]=1.[NH:26]1[C:34]2[C:29](=[CH:30][CH:31]=[C:32](B(O)O)[CH:33]=2)[CH:28]=[CH:27]1.C([O-])([O-])=O.[K+].[K+]. (4) Given the product [NH2:9][C:7]1[N:8]=[C:3]([C:1]#[N:2])[CH:4]=[CH:5][CH:6]=1, predict the reactants needed to synthesize it. The reactants are: [C:1]([C:3]1[N:8]=[C:7]([NH:9]C(=O)OC(C)(C)C)[CH:6]=[CH:5][CH:4]=1)#[N:2].C(O)(C(F)(F)F)=O.